From a dataset of Full USPTO retrosynthesis dataset with 1.9M reactions from patents (1976-2016). Predict the reactants needed to synthesize the given product. (1) Given the product [ClH:12].[ClH:12].[OH:4][C@@H:2]([CH2:1][O:5][C:6]1[CH:11]=[CH:10][CH:9]=[C:8]([Cl:12])[C:7]=1[C:13]#[N:14])[CH2:3][NH:15][C:16]([CH3:27])([CH3:26])[CH2:17][CH2:18][CH2:19][C:20]1[CH:21]=[N:22][CH:23]=[CH:24][CH:25]=1, predict the reactants needed to synthesize it. The reactants are: [CH2:1]([O:5][C:6]1[CH:11]=[CH:10][CH:9]=[C:8]([Cl:12])[C:7]=1[C:13]#[N:14])[C@@H:2]1[O:4][CH2:3]1.[NH2:15][C:16]([CH3:27])([CH3:26])[CH2:17][CH2:18][CH2:19][C:20]1[CH:21]=[N:22][CH:23]=[CH:24][CH:25]=1. (2) Given the product [Cl:2][C:3]1[CH:8]=[CH:7][C:6]([C:9]2[CH2:14][CH2:13][N:12]([C:22]([Cl:21])=[O:24])[CH2:11][CH:10]=2)=[CH:5][CH:4]=1, predict the reactants needed to synthesize it. The reactants are: Cl.[Cl:2][C:3]1[CH:8]=[CH:7][C:6]([C:9]2[CH2:10][CH2:11][NH:12][CH2:13][CH:14]=2)=[CH:5][CH:4]=1.N1C=CC=CC=1.[Cl:21][C:22](Cl)([O:24]C(=O)OC(Cl)(Cl)Cl)Cl. (3) Given the product [CH3:17][O:18][C:2]1[CH:3]=[C:4]([CH:8]=[CH:9][C:10]=1[S:11]([CH3:14])(=[O:13])=[O:12])[C:5]([OH:7])=[O:6], predict the reactants needed to synthesize it. The reactants are: F[C:2]1[CH:3]=[C:4]([CH:8]=[CH:9][C:10]=1[S:11]([CH3:14])(=[O:13])=[O:12])[C:5]([OH:7])=[O:6].[H-].[Na+].[CH3:17][OH:18].Cl. (4) Given the product [I:18][C:3]1[C:4]2[CH2:5][CH2:6][CH2:7][CH2:8][C:9]=2[NH:1][N:2]=1, predict the reactants needed to synthesize it. The reactants are: [NH:1]1[C:9]2[CH2:8][CH2:7][CH2:6][CH2:5][C:4]=2[C:3](C(O)=O)=[N:2]1.C(=O)(O)[O-].[Na+].[I-:18].[Na+].II. (5) The reactants are: [CH:1]1([CH2:4][N:5]2[CH2:10][CH2:9][N:8]([CH2:11][C:12]3[CH:17]=[CH:16][C:15]([N+:18]([O-])=O)=[CH:14][C:13]=3[C:21]([F:24])([F:23])[F:22])[CH2:7][CH2:6]2)[CH2:3][CH2:2]1.[NH4+].[Cl-]. Given the product [CH:1]1([CH2:4][N:5]2[CH2:10][CH2:9][N:8]([CH2:11][C:12]3[CH:17]=[CH:16][C:15]([NH2:18])=[CH:14][C:13]=3[C:21]([F:23])([F:24])[F:22])[CH2:7][CH2:6]2)[CH2:3][CH2:2]1, predict the reactants needed to synthesize it. (6) Given the product [C:1]([O:5][C:6]([NH:8][C@H:9]([CH2:10][CH2:11][C:12]([NH:14][C@H:15]([CH2:16][C:17]1[C:25]2[C:20](=[CH:21][CH:22]=[CH:23][CH:24]=2)[NH:19][CH:18]=1)[C:26]([O:28][CH2:15][CH2:16][CH:17]([CH3:25])[CH3:18])=[O:27])=[O:13])[C:29]([O:31][CH2:39][CH2:40][CH:41]([CH3:43])[CH3:42])=[O:30])=[O:7])([CH3:4])([CH3:2])[CH3:3], predict the reactants needed to synthesize it. The reactants are: [C:1]([O:5][C:6]([NH:8][C@@H:9]([C:29]([OH:31])=[O:30])[CH2:10][CH2:11][C:12]([NH:14][C@@H:15]([C:26]([OH:28])=[O:27])[CH2:16][C:17]1[C:25]2[C:20](=[CH:21][CH:22]=[CH:23][CH:24]=2)[NH:19][CH:18]=1)=[O:13])=[O:7])([CH3:4])([CH3:3])[CH3:2].C(=O)([O-])[O-].[K+].[K+].I[CH2:39][CH2:40][CH:41]([CH3:43])[CH3:42].O. (7) Given the product [CH3:37][O:36][C:35]1[C:7]([O:6][CH3:5])=[CH:8][C:9]([C:10]([C:12]2[C:13]([C:28]([O:30][CH2:31][CH3:32])=[O:29])=[N:14][N:15]([CH:17]([O:21][C:22]([O:24][CH:25]([CH3:26])[CH3:27])=[O:23])[CH:18]([CH3:20])[CH3:19])[N:16]=2)=[O:11])=[C:33]([N+:1]([O-:4])=[O:2])[CH:34]=1, predict the reactants needed to synthesize it. The reactants are: [N+:1]([O-:4])(O)=[O:2].[CH3:5][O:6][C:7]1[CH:8]=[C:9]([CH:33]=[CH:34][C:35]=1[O:36][CH3:37])[C:10]([C:12]1[C:13]([C:28]([O:30][CH2:31][CH3:32])=[O:29])=[N:14][N:15]([CH:17]([O:21][C:22]([O:24][CH:25]([CH3:27])[CH3:26])=[O:23])[CH:18]([CH3:20])[CH3:19])[N:16]=1)=[O:11].